This data is from Forward reaction prediction with 1.9M reactions from USPTO patents (1976-2016). The task is: Predict the product of the given reaction. (1) The product is: [CH3:26][C:11]1[C:12]([S:20]([CH3:23])(=[O:22])=[O:21])=[C:13]([CH:14]2[O:18][N:17]=[C:16]([CH3:19])[CH2:15]2)[C:4]([Cl:3])=[C:5]([CH:10]=1)[C:6]([OH:8])=[O:7]. Given the reactants [OH-].[Na+].[Cl:3][C:4]1[C:13]([CH:14]2[O:18][N:17]=[C:16]([CH3:19])[CH2:15]2)=[C:12]([S:20]([CH3:23])(=[O:22])=[O:21])[CH:11]=[CH:10][C:5]=1[C:6]([O:8]C)=[O:7].O.Cl.[CH3:26]O, predict the reaction product. (2) Given the reactants [CH3:1][OH:2].[O:3]1CCCC1.[CH3:8][C:9]1[C:21]2C(=O)[C:19]3[C:14](=[CH:15][CH:16]=[C:17]([S:23][CH3:24])[CH:18]=3)[NH:13][C:12]=2[N:11]([C:25]2[CH:30]=[CH:29][CH:28]=[CH:27][N:26]=2)[N:10]=1.I([O-])(=O)(=O)=O.[Na+].[OH2:37], predict the reaction product. The product is: [CH3:8][C:9]1[C:21]2[C:1](=[O:2])[C:19]3[C:14](=[CH:15][CH:16]=[C:17]([S:23]([CH3:24])(=[O:3])=[O:37])[CH:18]=3)[NH:13][C:12]=2[N:11]([C:25]2[CH:30]=[CH:29][CH:28]=[CH:27][N:26]=2)[N:10]=1. (3) The product is: [F:22][C:4]([F:3])([C:16]1[CH:21]=[CH:20][CH:19]=[CH:18][N:17]=1)[CH2:5][C:6]1[CH:7]=[CH:8][C:9]([C:12]([OH:14])=[O:13])=[CH:10][CH:11]=1. Given the reactants [OH-].[Na+].[F:3][C:4]([F:22])([C:16]1[CH:21]=[CH:20][CH:19]=[CH:18][N:17]=1)[CH2:5][C:6]1[CH:11]=[CH:10][C:9]([C:12]([O:14]C)=[O:13])=[CH:8][CH:7]=1.Cl, predict the reaction product. (4) Given the reactants Cl.[CH:2]1([CH2:5][O:6][C:7]2[CH:12]=[CH:11][C:10]([O:13][CH3:14])=[CH:9][C:8]=2[C:15]2[CH:20]=[CH:19][N:18]=[C:17]3[C:21]([C:25]([NH:27][CH:28]4[CH2:33][CH2:32][NH:31][CH2:30][CH2:29]4)=[O:26])=[C:22]([CH3:24])[NH:23][C:16]=23)[CH2:4][CH2:3]1.[C:34](Cl)(=[O:37])[CH2:35][CH3:36], predict the reaction product. The product is: [CH:2]1([CH2:5][O:6][C:7]2[CH:12]=[CH:11][C:10]([O:13][CH3:14])=[CH:9][C:8]=2[C:15]2[CH:20]=[CH:19][N:18]=[C:17]3[C:21]([C:25]([NH:27][CH:28]4[CH2:29][CH2:30][N:31]([C:34](=[O:37])[CH2:35][CH3:36])[CH2:32][CH2:33]4)=[O:26])=[C:22]([CH3:24])[NH:23][C:16]=23)[CH2:4][CH2:3]1. (5) Given the reactants [NH2:1][C:2]1[CH:7]=[CH:6][CH:5]=[CH:4][C:3]=1[NH:8][C:9](=[O:29])[CH:10]=[CH:11][C:12]([CH3:28])=[CH:13][CH:14]([CH3:27])[CH:15]([O:25]C)[C:16]1[CH:21]=[CH:20][C:19]([N:22]([CH3:24])[CH3:23])=[CH:18][CH:17]=1.ClC1C(=O)C(C#N)=C(C#N)C(=O)C=1Cl, predict the reaction product. The product is: [NH2:1][C:2]1[CH:7]=[CH:6][CH:5]=[CH:4][C:3]=1[NH:8][C:9](=[O:29])[CH:10]=[CH:11][C:12]([CH3:28])=[CH:13][CH:14]([C:15](=[O:25])[C:16]1[CH:17]=[CH:18][C:19]([N:22]([CH3:24])[CH3:23])=[CH:20][CH:21]=1)[CH3:27]. (6) The product is: [CH3:1][N:2]1[CH2:15][CH2:14][C:5]2[N:6](/[CH:17]=[C:18](\[C:22]3[CH:23]=[CH:24][N:25]=[CH:26][CH:27]=3)/[CH:19]([CH3:21])[CH3:20])[C:7]3[CH:8]=[CH:9][C:10]([CH3:13])=[CH:11][C:12]=3[C:4]=2[CH2:3]1. Given the reactants [CH3:1][N:2]1[CH2:15][CH2:14][C:5]2[NH:6][C:7]3[CH:8]=[CH:9][C:10]([CH3:13])=[CH:11][C:12]=3[C:4]=2[CH2:3]1.Br[CH:17]=[C:18]([C:22]1[CH:27]=[CH:26][N:25]=[CH:24][CH:23]=1)[CH:19]([CH3:21])[CH3:20].P([O-])([O-])([O-])=O.[K+].[K+].[K+].N1CCC[C@H]1C(O)=O, predict the reaction product. (7) Given the reactants [NH2:1][C:2]1[C:7]([O:8][CH2:9][C:10]2[CH:15]=[CH:14][CH:13]=[CH:12][CH:11]=2)=[CH:6][CH:5]=[CH:4][N:3]=1.[CH2:16]([N+:20]#[C-:21])[CH2:17][CH2:18][CH3:19].[OH:22][C:23]1[CH:24]=[C:25]([CH:28]=[CH:29][CH:30]=1)[CH:26]=O, predict the reaction product. The product is: [CH2:9]([O:8][C:7]1[C:2]2[N:3]([C:21]([NH:20][CH2:16][CH2:17][CH2:18][CH3:19])=[C:26]([C:25]3[CH:24]=[C:23]([OH:22])[CH:30]=[CH:29][CH:28]=3)[N:1]=2)[CH:4]=[CH:5][CH:6]=1)[C:10]1[CH:11]=[CH:12][CH:13]=[CH:14][CH:15]=1. (8) Given the reactants [C:1]([NH:5][C:6]1[CH:11]=[C:10]([CH:12](OCC)[O:13]CC)[N:9]=[C:8]([C:19]2[CH:24]=[CH:23][C:22]([Cl:25])=[CH:21][CH:20]=2)[C:7]=1[F:26])([CH3:4])([CH3:3])[CH3:2].OS(O)(=O)=O, predict the reaction product. The product is: [C:1]([NH:5][C:6]1[C:7]([F:26])=[C:8]([C:19]2[CH:24]=[CH:23][C:22]([Cl:25])=[CH:21][CH:20]=2)[N:9]=[C:10]([CH:12]=[O:13])[CH:11]=1)([CH3:4])([CH3:2])[CH3:3].[C:1]([NH2:5])([CH3:4])([CH3:3])[CH3:2].